This data is from Full USPTO retrosynthesis dataset with 1.9M reactions from patents (1976-2016). The task is: Predict the reactants needed to synthesize the given product. (1) Given the product [CH3:3][C:4]1[CH:9]=[CH:8][CH:7]=[CH:6][C:5]=1[C:10]1[CH:15]=[CH:14][C:13]([C:16]([OH:18])=[O:17])=[CH:12][C:11]=1[C:20]([F:21])([F:22])[F:23], predict the reactants needed to synthesize it. The reactants are: [OH-].[Na+].[CH3:3][C:4]1[CH:9]=[CH:8][CH:7]=[CH:6][C:5]=1[C:10]1[CH:15]=[CH:14][C:13]([C:16]([O:18]C)=[O:17])=[CH:12][C:11]=1[C:20]([F:23])([F:22])[F:21]. (2) Given the product [CH3:20][O:19][C:18]1[CH:17]=[CH:16][C:5]([CH2:6][CH:7]([C:8]([O:10][CH3:11])=[O:9])[C:12]([O:14][CH3:15])=[O:13])=[CH:4][C:3]=1[CH2:2][O:1][C:28]([NH:27][C:24]1[CH:25]=[CH:26][C:21]([CH3:30])=[CH:22][CH:23]=1)=[O:29], predict the reactants needed to synthesize it. The reactants are: [OH:1][CH2:2][C:3]1[CH:4]=[C:5]([CH:16]=[CH:17][C:18]=1[O:19][CH3:20])[CH2:6][CH:7]([C:12]([O:14][CH3:15])=[O:13])[C:8]([O:10][CH3:11])=[O:9].[C:21]1([CH3:30])[CH:26]=[CH:25][C:24]([N:27]=[C:28]=[O:29])=[CH:23][CH:22]=1.